The task is: Predict the reactants needed to synthesize the given product.. This data is from Full USPTO retrosynthesis dataset with 1.9M reactions from patents (1976-2016). (1) Given the product [OH:13][CH2:12][CH2:11][N:5]1[CH2:6][CH2:7][O:8][CH2:9][C:4]21[CH2:3][CH2:2]2, predict the reactants needed to synthesize it. The reactants are: Cl.[CH2:2]1[C:4]2([CH2:9][O:8][CH2:7][CH2:6][NH:5]2)[CH2:3]1.Br[CH2:11][CH2:12][OH:13].C(=O)([O-])[O-].[K+].[K+]. (2) The reactants are: [CH3:1][O:2][CH2:3][CH2:4][CH2:5][N:6]1[C:14]2[C:9](=[CH:10][CH:11]=[C:12]([CH2:15][C@H:16]([CH:29]([CH3:31])[CH3:30])[CH2:17][C@H:18]([NH:21][C:22](=[O:28])[O:23][C:24]([CH3:27])([CH3:26])[CH3:25])[CH:19]=[O:20])[CH:13]=2)[CH:8]=[N:7]1.[CH2:32]([O:39][CH2:40][C@H:41]([CH:45]([CH3:47])[CH3:46])[CH2:42][Mg]Br)[C:33]1[CH:38]=[CH:37][CH:36]=[CH:35][CH:34]=1.[NH4+].[Cl-]. Given the product [CH2:32]([O:39][CH2:40][C@H:41]([CH:45]([CH3:47])[CH3:46])[CH2:42][CH:19]([OH:20])[C@@H:18]([NH:21][C:22](=[O:28])[O:23][C:24]([CH3:26])([CH3:25])[CH3:27])[CH2:17][C@H:16]([CH2:15][C:12]1[CH:13]=[C:14]2[C:9]([CH:8]=[N:7][N:6]2[CH2:5][CH2:4][CH2:3][O:2][CH3:1])=[CH:10][CH:11]=1)[CH:29]([CH3:31])[CH3:30])[C:33]1[CH:38]=[CH:37][CH:36]=[CH:35][CH:34]=1, predict the reactants needed to synthesize it. (3) Given the product [ClH:1].[NH2:10][C@H:6]([CH2:5][CH2:4][C:3]([F:2])([F:19])[F:20])[C:7]([NH2:9])=[O:8], predict the reactants needed to synthesize it. The reactants are: [ClH:1].[F:2][C:3]([F:20])([F:19])[CH2:4][CH2:5][C@@H:6]([NH:10][C@@H](C1C=CC=CC=1)C)[C:7]([NH2:9])=[O:8].CO.O.